Dataset: Forward reaction prediction with 1.9M reactions from USPTO patents (1976-2016). Task: Predict the product of the given reaction. (1) Given the reactants [C:1]([O:5][C:6](=[O:33])[NH:7][CH:8]1[CH2:13][CH2:12][N:11]([S:14]([C:17]2[O:18]C(C(=O)NCCC3C=CC=CC=3)=C[CH:21]=2)(=[O:16])=[O:15])[CH2:10][CH2:9]1)([CH3:4])([CH3:3])[CH3:2].Cl.C(N(C(C)C)CC)(C)C.[C:44](Cl)(=[O:47])[CH:45]=[CH2:46].[O:49]1CCOC[CH2:50]1, predict the reaction product. The product is: [CH3:50][O:49][C:44]([C:45]1[O:18][C:17]([S:14]([N:11]2[CH2:10][CH2:9][CH:8]([NH:7][C:6]([O:5][C:1]([CH3:4])([CH3:3])[CH3:2])=[O:33])[CH2:13][CH2:12]2)(=[O:16])=[O:15])=[CH:21][CH:46]=1)=[O:47]. (2) The product is: [Br:1][C:2]1[CH:3]=[C:4]2[C:9](=[CH:10][CH:11]=1)[C:8](=[O:12])[N:7]([CH2:13][C:14]1[CH:19]=[CH:18][C:17]([S:20][CH2:22][O:38][C:36](=[O:35])[CH3:37])=[CH:16][CH:15]=1)[C:6]([C:23](=[O:26])[CH2:24][CH3:25])=[C:5]2[C:27]1[CH:32]=[CH:31][CH:30]=[CH:29][CH:28]=1. Given the reactants [Br:1][C:2]1[CH:3]=[C:4]2[C:9](=[CH:10][CH:11]=1)[C:8](=[O:12])[N:7]([CH2:13][C:14]1[CH:19]=[CH:18][C:17]([S:20]([CH3:22])=O)=[CH:16][CH:15]=1)[C:6]([C:23](=[O:26])[CH2:24][CH3:25])=[C:5]2[C:27]1[CH:32]=[CH:31][CH:30]=[CH:29][CH:28]=1.BrC[O:35][C:36](=[O:38])[CH3:37], predict the reaction product. (3) Given the reactants [N:1]1[CH:6]=[CH:5][CH:4]=[CH:3][C:2]=1[NH2:7].[CH3:8][C:9]1[N:14]=[C:13]([C:15](O)=[O:16])[CH:12]=[CH:11][CH:10]=1, predict the reaction product. The product is: [CH3:8][C:9]1[N:14]=[C:13]([C:15]([NH:7][C:2]2[CH:3]=[CH:4][CH:5]=[CH:6][N:1]=2)=[O:16])[CH:12]=[CH:11][CH:10]=1. (4) Given the reactants C[O:2][C:3]([C:5]1([CH3:17])[CH2:9][S:8][C:7]([C:10]2[CH:15]=[CH:14][C:13]([F:16])=[CH:12][CH:11]=2)=[N:6]1)=[O:4].[OH-].[K+], predict the reaction product. The product is: [F:16][C:13]1[CH:12]=[CH:11][C:10]([C:7]2[S:8][CH2:9][C:5]([CH3:17])([C:3]([OH:4])=[O:2])[N:6]=2)=[CH:15][CH:14]=1.